From a dataset of Reaction yield outcomes from USPTO patents with 853,638 reactions. Predict the reaction yield, written as a fraction of the theoretical maximum amount of product (1.0 means a 100% yield; for example, 0.34 means a 34% yield). The reactants are [NH2:1][C:2]1[C:15]2[C:14](=[O:16])[C:13]3[C:8](=[CH:9][CH:10]=[CH:11][CH:12]=3)[C:7](=[O:17])[C:6]=2[CH:5]=[CH:4][C:3]=1[NH2:18].N1C=[CH:23][CH:22]=[CH:21][CH:20]=1.[C:25]1([CH3:34])[CH:30]=[CH:29][C:28]([C:31](Cl)=[O:32])=[CH:27][CH:26]=1.C(OCC)(=O)C.[O:41]1[CH2:45][CH2:44][CH2:43][CH2:42]1. The catalyst is CCO.CCCCCC. The product is [CH3:34][C:25]1[CH:30]=[CH:29][C:28]([C:31]([NH:1][C:2]2[C:15]3[C:14](=[O:16])[C:13]4[C:8](=[CH:9][CH:10]=[CH:11][CH:12]=4)[C:7](=[O:17])[C:6]=3[CH:5]=[CH:4][C:3]=2[NH:18][C:45](=[O:41])[C:44]2[CH:20]=[CH:21][C:22]([CH3:23])=[CH:42][CH:43]=2)=[O:32])=[CH:27][CH:26]=1. The yield is 0.620.